This data is from NCI-60 drug combinations with 297,098 pairs across 59 cell lines. The task is: Regression. Given two drug SMILES strings and cell line genomic features, predict the synergy score measuring deviation from expected non-interaction effect. (1) Cell line: EKVX. Drug 1: CC1C(C(=O)NC(C(=O)N2CCCC2C(=O)N(CC(=O)N(C(C(=O)O1)C(C)C)C)C)C(C)C)NC(=O)C3=C4C(=C(C=C3)C)OC5=C(C(=O)C(=C(C5=N4)C(=O)NC6C(OC(=O)C(N(C(=O)CN(C(=O)C7CCCN7C(=O)C(NC6=O)C(C)C)C)C)C(C)C)C)N)C. Drug 2: CN(C(=O)NC(C=O)C(C(C(CO)O)O)O)N=O. Synergy scores: CSS=-2.40, Synergy_ZIP=0.412, Synergy_Bliss=-0.153, Synergy_Loewe=-4.41, Synergy_HSA=-4.39. (2) Drug 1: CN(C)C1=NC(=NC(=N1)N(C)C)N(C)C. Drug 2: CCN(CC)CCNC(=O)C1=C(NC(=C1C)C=C2C3=C(C=CC(=C3)F)NC2=O)C. Cell line: MCF7. Synergy scores: CSS=-2.63, Synergy_ZIP=1.16, Synergy_Bliss=0.0632, Synergy_Loewe=-3.81, Synergy_HSA=-3.31. (3) Drug 1: CCC1=CC2CC(C3=C(CN(C2)C1)C4=CC=CC=C4N3)(C5=C(C=C6C(=C5)C78CCN9C7C(C=CC9)(C(C(C8N6C)(C(=O)OC)O)OC(=O)C)CC)OC)C(=O)OC.C(C(C(=O)O)O)(C(=O)O)O. Drug 2: COC1=CC(=CC(=C1O)OC)C2C3C(COC3=O)C(C4=CC5=C(C=C24)OCO5)OC6C(C(C7C(O6)COC(O7)C8=CC=CS8)O)O. Cell line: OVCAR3. Synergy scores: CSS=59.6, Synergy_ZIP=-6.03, Synergy_Bliss=-5.81, Synergy_Loewe=-7.06, Synergy_HSA=-3.43. (4) Drug 1: C1CCC(C(C1)N)N.C(=O)(C(=O)[O-])[O-].[Pt+4]. Drug 2: CCC1(C2=C(COC1=O)C(=O)N3CC4=CC5=C(C=CC(=C5CN(C)C)O)N=C4C3=C2)O.Cl. Cell line: UACC62. Synergy scores: CSS=49.7, Synergy_ZIP=-13.7, Synergy_Bliss=-7.06, Synergy_Loewe=-4.88, Synergy_HSA=-2.90. (5) Drug 1: CCC1(CC2CC(C3=C(CCN(C2)C1)C4=CC=CC=C4N3)(C5=C(C=C6C(=C5)C78CCN9C7C(C=CC9)(C(C(C8N6C=O)(C(=O)OC)O)OC(=O)C)CC)OC)C(=O)OC)O.OS(=O)(=O)O. Drug 2: C1=NC2=C(N=C(N=C2N1C3C(C(C(O3)CO)O)O)F)N. Cell line: MCF7. Synergy scores: CSS=28.6, Synergy_ZIP=-5.37, Synergy_Bliss=1.89, Synergy_Loewe=-62.6, Synergy_HSA=0.565.